Dataset: Reaction yield outcomes from USPTO patents with 853,638 reactions. Task: Predict the reaction yield, written as a fraction of the theoretical maximum amount of product (1.0 means a 100% yield; for example, 0.34 means a 34% yield). (1) The reactants are [F:1][C:2]1[CH:3]=[C:4]2[C:8](=[CH:9][CH:10]=1)[NH:7][N:6]=[C:5]2[I:11].Br[CH2:13][CH:14]([OH:19])[C:15]([F:18])([F:17])[F:16]. No catalyst specified. The product is [F:1][C:2]1[CH:3]=[C:4]2[C:8](=[CH:9][CH:10]=1)[N:7]([CH2:13][CH:14]([OH:19])[C:15]([F:18])([F:17])[F:16])[N:6]=[C:5]2[I:11]. The yield is 0.700. (2) The reactants are [F:1][C:2]1[CH:7]=[CH:6][C:5]([N:8]2[C:12](=[O:13])[N:11]([CH3:14])[N:10]=[N:9]2)=[C:4]([O:15]C(C)C)[CH:3]=1.[N+:19]([O-])([OH:21])=[O:20]. The catalyst is OS(O)(=O)=O. The product is [F:1][C:2]1[C:7]([N+:19]([O-:21])=[O:20])=[CH:6][C:5]([N:8]2[C:12](=[O:13])[N:11]([CH3:14])[N:10]=[N:9]2)=[C:4]([OH:15])[CH:3]=1. The yield is 0.830. (3) The reactants are [Br:1][C:2]1[CH:9]=[CH:8][C:5]([C:6]#[N:7])=[CH:4][CH:3]=1.[N+:10]([O-])([OH:12])=[O:11]. The catalyst is OS(O)(=O)=O. The product is [Br:1][C:2]1[CH:9]=[CH:8][C:5]([C:6]#[N:7])=[CH:4][C:3]=1[N+:10]([O-:12])=[O:11]. The yield is 0.560. (4) The reactants are Br[C:2]1[CH:3]=[C:4]([NH:9][S:10]([CH3:13])(=[O:12])=[O:11])[CH:5]=[C:6]([OH:8])[CH:7]=1.[B:14]1([B:14]2[O:18][C:17]([CH3:20])([CH3:19])[C:16]([CH3:22])([CH3:21])[O:15]2)[O:18][C:17]([CH3:20])([CH3:19])[C:16]([CH3:22])([CH3:21])[O:15]1.C([O-])(=O)C.[K+]. No catalyst specified. The product is [OH:8][C:6]1[CH:5]=[C:4]([NH:9][S:10]([CH3:13])(=[O:12])=[O:11])[CH:3]=[C:2]([B:14]2[O:18][C:17]([CH3:20])([CH3:19])[C:16]([CH3:22])([CH3:21])[O:15]2)[CH:7]=1. The yield is 0.310. (5) The reactants are Br[C:2]1[N:7]=[N:6][C:5]([NH2:8])=[N:4][C:3]=1[C:9]1[CH:14]=[CH:13][CH:12]=[CH:11][CH:10]=1.[F:15][C:16]1[CH:17]=[C:18](B(O)O)[CH:19]=[C:20]([F:22])[CH:21]=1. No catalyst specified. The product is [F:15][C:16]1[CH:17]=[C:18]([C:2]2[N:7]=[N:6][C:5]([NH2:8])=[N:4][C:3]=2[C:9]2[CH:14]=[CH:13][CH:12]=[CH:11][CH:10]=2)[CH:19]=[C:20]([F:22])[CH:21]=1. The yield is 0.470. (6) The reactants are [O:1]=[C:2]1[C:10](=[O:11])[C:9]2[N:8]([CH2:12][CH2:13][P:14](=[O:17])([OH:16])[OH:15])[CH2:7][CH2:6][CH2:5][NH:4][C:3]1=2.C(N(CC)[CH:22]([CH3:24])[CH3:23])(C)C.Cl[CH2:28][O:29][C:30](=[O:38])[CH:31]([CH2:35][CH2:36][CH3:37])[CH2:32][CH2:33][CH3:34]. The catalyst is CN(C=O)C. The product is [CH2:32]([CH:31]([CH2:24][CH2:22][CH3:23])[C:30]([O:29][CH2:28][O:17][P:14]([CH2:13][CH2:12][N:8]1[CH2:7][CH2:6][CH2:5][NH:4][C:3]2[C:2](=[O:1])[C:10](=[O:11])[C:9]1=2)(=[O:15])[O:16][CH2:28][O:29][C:30](=[O:38])[CH:31]([CH2:35][CH2:36][CH3:37])[CH2:32][CH2:33][CH3:34])=[O:38])[CH2:33][CH3:34]. The yield is 0.560.